From a dataset of Full USPTO retrosynthesis dataset with 1.9M reactions from patents (1976-2016). Predict the reactants needed to synthesize the given product. (1) Given the product [OH:6][CH2:7][CH:8]1[O:12][C:11](=[O:13])[N:10]([C:14]2[CH:15]=[CH:16][C:17]3[C:23](=[O:24])[CH2:22][CH2:21][CH2:20][O:19][C:18]=3[CH:25]=2)[CH2:9]1, predict the reactants needed to synthesize it. The reactants are: C([O:6][CH2:7][CH:8]1[O:12][C:11](=[O:13])[N:10]([C:14]2[CH:15]=[CH:16][C:17]3[C:23](=[O:24])[CH2:22][CH2:21][CH2:20][O:19][C:18]=3[CH:25]=2)[CH2:9]1)(=O)CCC.[OH-].[K+].CO. (2) Given the product [CH:13]1([NH:19][C:20](=[C:2]([C:1]#[N:5])[C:3]#[N:4])[S:21][CH3:6])[CH2:18][CH2:17][CH2:16][CH2:15][CH2:14]1, predict the reactants needed to synthesize it. The reactants are: [C:1](#[N:5])[CH2:2][C:3]#[N:4].[CH2:6](N(CC)CC)C.[CH:13]1([N:19]=[C:20]=[S:21])[CH2:18][CH2:17][CH2:16][CH2:15][CH2:14]1.CI. (3) Given the product [NH2:34][C:32]1[N:31]=[CH:30][N:29]=[C:28]2[N:27]([C@H:35]3[CH2:40][CH2:39][C@@H:38]([N:41]4[CH2:42][CH2:43][N:44]([CH3:47])[CH2:45][CH2:46]4)[CH2:37][CH2:36]3)[N:26]=[C:25]([C:9]3[CH:10]=[CH:11][C:12]([NH:15][C:16](=[O:22])[O:17][C:18]([CH3:19])([CH3:20])[CH3:21])=[CH:13][CH:14]=3)[C:33]=12, predict the reactants needed to synthesize it. The reactants are: CC1(C)C(C)(C)OB([C:9]2[CH:14]=[CH:13][C:12]([NH:15][C:16](=[O:22])[O:17][C:18]([CH3:21])([CH3:20])[CH3:19])=[CH:11][CH:10]=2)O1.I[C:25]1[C:33]2[C:28](=[N:29][CH:30]=[N:31][C:32]=2[NH2:34])[N:27]([C@H:35]2[CH2:40][CH2:39][C@@H:38]([N:41]3[CH2:46][CH2:45][N:44]([CH3:47])[CH2:43][CH2:42]3)[CH2:37][CH2:36]2)[N:26]=1.O.C(=O)([O-])[O-].[Na+].[Na+]. (4) Given the product [O:19]1[CH2:10][CH2:11][CH:6]([CH:5]([N:12]2[CH:16]=[C:15]([NH2:17])[CH:14]=[N:13]2)[CH3:4])[CH2:7][CH2:8]1, predict the reactants needed to synthesize it. The reactants are: CN(C)C[CH2:4][CH:5]([N:12]1[CH:16]=[C:15]([NH2:17])[CH:14]=[N:13]1)[C:6]1[CH:11]=[CH:10]C=[CH:8][CH:7]=1.[O:19]1CCC(C(O)C)CC1. (5) Given the product [C:1]([O:5][C:6](=[O:44])[NH:7][C@H:8]([C:10](=[O:43])[NH:11][C@H:12]([C:20](=[O:42])[NH:21][C@@H:22]([CH2:35][C:36]1[CH:41]=[CH:40][CH:39]=[CH:38][CH:37]=1)[C:23]([C:25](=[O:34])[NH:26][CH2:27][C:28]1[CH:33]=[CH:32][CH:31]=[CH:30][CH:29]=1)=[O:24])[CH2:13][C:14]1[CH:19]=[CH:18][CH:17]=[CH:16][CH:15]=1)[CH3:9])([CH3:2])([CH3:3])[CH3:4], predict the reactants needed to synthesize it. The reactants are: [C:1]([O:5][C:6](=[O:44])[NH:7][C@H:8]([C:10](=[O:43])[NH:11][C@H:12]([C:20](=[O:42])[NH:21][C@@H:22]([CH2:35][C:36]1[CH:41]=[CH:40][CH:39]=[CH:38][CH:37]=1)[CH:23]([C:25](=[O:34])[NH:26][CH2:27][C:28]1[CH:33]=[CH:32][CH:31]=[CH:30][CH:29]=1)[OH:24])[CH2:13][C:14]1[CH:19]=[CH:18][CH:17]=[CH:16][CH:15]=1)[CH3:9])([CH3:4])([CH3:3])[CH3:2].CC(OI1(OC(C)=O)(OC(C)=O)OC(=O)C2C=CC=CC1=2)=O. (6) Given the product [Cl:22][C:13]1[CH:12]=[C:11]([NH:4][C:3]2[CH:5]=[CH:6][C:7]([F:9])=[CH:8][C:2]=2[F:1])[C:16]([C:17]([O:19][CH2:20][CH3:21])=[O:18])=[CH:15][N:14]=1, predict the reactants needed to synthesize it. The reactants are: [F:1][C:2]1[CH:8]=[C:7]([F:9])[CH:6]=[CH:5][C:3]=1[NH2:4].Cl[C:11]1[C:16]([C:17]([O:19][CH2:20][CH3:21])=[O:18])=[CH:15][N:14]=[C:13]([Cl:22])[CH:12]=1. (7) Given the product [CH2:1]([C@H:8]1[CH2:9][N:10]([C:14]2[CH:22]=[C:21]3[C:17]([C:18]([CH2:27][CH3:28])=[N:19][N:20]3[CH:23]3[CH2:24][CH2:25][CH2:26]3)=[CH:16][CH:15]=2)[CH2:11][CH2:12][N:13]1[C:30]1[S:31][CH:32]=[CH:33][N:34]=1)[C:2]1[CH:3]=[CH:4][CH:5]=[CH:6][CH:7]=1, predict the reactants needed to synthesize it. The reactants are: [CH2:1]([C@@H:8]1[NH:13][CH2:12][CH2:11][N:10]([C:14]2[CH:22]=[C:21]3[C:17]([C:18]([CH2:27][CH3:28])=[N:19][N:20]3[CH:23]3[CH2:26][CH2:25][CH2:24]3)=[CH:16][CH:15]=2)[CH2:9]1)[C:2]1[CH:7]=[CH:6][CH:5]=[CH:4][CH:3]=1.Cl[C:30]1[S:31][CH:32]=[CH:33][N:34]=1. (8) Given the product [NH2:14][C:15]1[CH:23]=[CH:22][C:18]([C:19]([N:3]([CH3:4])[CH3:2])=[O:20])=[CH:17][C:16]=1[Cl:24], predict the reactants needed to synthesize it. The reactants are: C[CH2:2][N:3](C(C)C)[CH:4](C)C.Cl.CNC.[NH2:14][C:15]1[CH:23]=[CH:22][C:18]([C:19](O)=[O:20])=[CH:17][C:16]=1[Cl:24].CN(C(ON1N=NC2C=CC=NC1=2)=[N+](C)C)C.F[P-](F)(F)(F)(F)F. (9) The reactants are: FC(F)(F)S(O[C:7]1[CH:16]=[CH:15][C:14]2[N:13]([C:17](=[O:19])[CH3:18])[CH:12]([CH:20]3[CH2:22][CH2:21]3)[CH:11]([CH3:23])[CH:10]([NH:24][C:25]3[CH:30]=[CH:29][CH:28]=[CH:27][CH:26]=3)[C:9]=2[N:8]=1)(=O)=O.[CH3:33][NH:34][C:35](=[O:51])[C:36]1[CH:41]=[CH:40][C:39](B2OC(C)(C)C(C)(C)O2)=[CH:38][CH:37]=1.C(=O)([O-])[O-].[K+].[K+]. Given the product [C:17]([N:13]1[C@@H:12]([CH:20]2[CH2:21][CH2:22]2)[C@H:11]([CH3:23])[C@@H:10]([NH:24][C:25]2[CH:30]=[CH:29][CH:28]=[CH:27][CH:26]=2)[C:9]2[N:8]=[C:7]([C:39]3[CH:40]=[CH:41][C:36]([C:35]([NH:34][CH3:33])=[O:51])=[CH:37][CH:38]=3)[CH:16]=[CH:15][C:14]1=2)(=[O:19])[CH3:18], predict the reactants needed to synthesize it. (10) Given the product [OH:11][C:4]1[CH:3]=[C:2]([NH:1][C:21]([NH:20][CH2:19][CH2:18][O:17][C:12](=[O:16])[C:13]([CH3:15])=[CH2:14])=[O:22])[CH:10]=[CH:9][C:5]=1[C:6]([OH:8])=[O:7], predict the reactants needed to synthesize it. The reactants are: [NH2:1][C:2]1[CH:10]=[CH:9][C:5]([C:6]([OH:8])=[O:7])=[C:4]([OH:11])[CH:3]=1.[C:12]([O:17][CH2:18][CH2:19][N:20]=[C:21]=[O:22])(=[O:16])[C:13]([CH3:15])=[CH2:14].